Dataset: Peptide-MHC class I binding affinity with 185,985 pairs from IEDB/IMGT. Task: Regression. Given a peptide amino acid sequence and an MHC pseudo amino acid sequence, predict their binding affinity value. This is MHC class I binding data. (1) The MHC is Mamu-B08 with pseudo-sequence Mamu-B08. The binding affinity (normalized) is 0.0527. The peptide sequence is KTKHLCRLI. (2) The peptide sequence is AGFLGLGPW. The MHC is Mamu-B3901 with pseudo-sequence Mamu-B3901. The binding affinity (normalized) is 0.935.